The task is: Predict the reaction yield, written as a fraction of the theoretical maximum amount of product (1.0 means a 100% yield; for example, 0.34 means a 34% yield).. This data is from Reaction yield outcomes from USPTO patents with 853,638 reactions. (1) The reactants are Br[C:2]1[CH:7]=[CH:6][C:5](/[CH:8]=[CH:9]/[C:10]2[NH:11][CH:12]=[C:13]([C:15]3[CH:20]=[CH:19][C:18]([Cl:21])=[CH:17][C:16]=3[Cl:22])[N:14]=2)=[CH:4][CH:3]=1.I[CH2:24][C:25]([F:28])([F:27])[F:26].[CH3:29][O:30][C:31]1[CH:36]=[CH:35][C:34](B(O)O)=[CH:33][CH:32]=1.BrC[CH2:42][CH2:43][C:44]([O:46]C)=[O:45]. No catalyst specified. The product is [Cl:22][C:16]1[CH:17]=[C:18]([Cl:21])[CH:19]=[CH:20][C:15]=1[C:13]1[N:14]=[C:10](/[CH:9]=[CH:8]/[C:5]2[CH:6]=[CH:7][C:2]([C:34]3[CH:35]=[CH:36][C:31]([O:30][CH2:29][CH2:42][CH2:43][C:44]([OH:46])=[O:45])=[CH:32][CH:33]=3)=[CH:3][CH:4]=2)[N:11]([CH2:24][C:25]([F:28])([F:27])[F:26])[CH:12]=1. The yield is 0.160. (2) The reactants are [Cl:1][C:2]1[CH:7]=[C:6]2[CH2:8][O:9][C:10]3[CH:33]=[C:32]4[C:13]([CH:14]=[CH:15][C:16]5[N:20]=[C:19]([C@@H:21]6[CH2:25][C@H:24]([O:26][CH2:27][CH3:28])[CH2:23][N:22]6C([O-])=O)[NH:18][C:17]=54)=[CH:12][C:11]=3[C:5]2=[CH:4][CH:3]=1.Cl.[CH3:35][O:36][C:37]([NH:39][C@@H:40]([CH:44]([CH3:46])[CH3:45])[C:41](O)=[O:42])=[O:38].CN(C(ON1N=NC2C=CC=NC1=2)=[N+](C)C)C.F[P-](F)(F)(F)(F)F.CCN(C(C)C)C(C)C. The catalyst is C(Cl)Cl.CO. The product is [Cl:1][C:2]1[CH:7]=[C:6]2[CH2:8][O:9][C:10]3[CH:33]=[C:32]4[C:13]([CH:14]=[CH:15][C:16]5[N:20]=[C:19]([C@@H:21]6[CH2:25][C@H:24]([O:26][CH2:27][CH3:28])[CH2:23][N:22]6[C:41](=[O:42])[C@@H:40]([NH:39][C:37](=[O:38])[O:36][CH3:35])[CH:44]([CH3:46])[CH3:45])[NH:18][C:17]=54)=[CH:12][C:11]=3[C:5]2=[CH:4][CH:3]=1. The yield is 0.900. (3) The reactants are [N:1]1([C:6]2[CH:11]=[CH:10][CH:9]=[CH:8][C:7]=2[P:12]2[C:17]([CH3:19])([CH3:18])[CH2:16][C:15](=O)[CH2:14][C:13]2([CH3:22])[CH3:21])[CH:5]=[CH:4][CH:3]=[CH:2]1.C(O)COCCO.O.NN.[OH-].[K+]. The catalyst is O.C(OCC)(=O)C. The product is [CH3:21][C:13]1([CH3:22])[CH2:14][CH2:15][CH2:16][C:17]([CH3:18])([CH3:19])[P:12]1[C:7]1[CH:8]=[CH:9][CH:10]=[CH:11][C:6]=1[N:1]1[CH:5]=[CH:4][CH:3]=[CH:2]1. The yield is 0.970.